From a dataset of Peptide-MHC class I binding affinity with 185,985 pairs from IEDB/IMGT. Regression. Given a peptide amino acid sequence and an MHC pseudo amino acid sequence, predict their binding affinity value. This is MHC class I binding data. The MHC is HLA-B45:06 with pseudo-sequence HLA-B45:06. The peptide sequence is FTMRLLSPV. The binding affinity (normalized) is 0.213.